From a dataset of Peptide-MHC class II binding affinity with 134,281 pairs from IEDB. Regression. Given a peptide amino acid sequence and an MHC pseudo amino acid sequence, predict their binding affinity value. This is MHC class II binding data. The peptide sequence is LDSSKKEELSLLYEH. The MHC is DRB1_0101 with pseudo-sequence DRB1_0101. The binding affinity (normalized) is 0.147.